From a dataset of Full USPTO retrosynthesis dataset with 1.9M reactions from patents (1976-2016). Predict the reactants needed to synthesize the given product. (1) Given the product [Si:1]([O:8][CH:9]([CH:28]1[CH2:37][CH2:36][C:35]2[C:30](=[CH:31][CH:32]=[C:33]([O:38][C:39]3[CH:40]=[CH:41][CH:42]=[CH:43][CH:44]=3)[CH:34]=2)[CH2:29]1)[C:10]1[O:11][C:12]([C:46]2[N:51]=[C:50]([C:52]([O:54][CH3:55])=[O:53])[CH:49]=[CH:48][CH:47]=2)=[CH:13][N:14]=1)([C:4]([CH3:5])([CH3:7])[CH3:6])([CH3:3])[CH3:2], predict the reactants needed to synthesize it. The reactants are: [Si:1]([O:8][CH:9]([CH:28]1[CH2:37][CH2:36][C:35]2[C:30](=[CH:31][CH:32]=[C:33]([O:38][C:39]3[CH:44]=[CH:43][CH:42]=[CH:41][CH:40]=3)[CH:34]=2)[CH2:29]1)[C:10]1[O:11][C:12]([Sn](CCCC)(CCCC)CCCC)=[CH:13][N:14]=1)([C:4]([CH3:7])([CH3:6])[CH3:5])([CH3:3])[CH3:2].Br[C:46]1[N:51]=[C:50]([C:52]([O:54][CH3:55])=[O:53])[CH:49]=[CH:48][CH:47]=1. (2) Given the product [ClH:1].[Cl:1][C:2]1[CH:7]=[CH:6][C:5]([C:8]2[O:10][CH2:17][C:16]([CH3:20])([CH3:19])[N:15]=2)=[CH:4][N:3]=1, predict the reactants needed to synthesize it. The reactants are: [Cl:1][C:2]1[CH:7]=[CH:6][C:5]([C:8]([OH:10])=O)=[CH:4][N:3]=1.S(Cl)(Cl)=O.[NH2:15][C:16]([CH3:20])([CH3:19])[CH2:17]O.O. (3) Given the product [OH:46][CH2:45][C:41]1[CH:40]=[C:39]([C:37]2[C:36]([CH3:47])=[C:35]([N:48]3[CH2:49][CH2:50][O:51][CH2:52][CH2:53]3)[N:34]=[C:33]([C:29]3[CH:30]=[CH:31][CH:32]=[C:27]([NH:26][C:23]([CH:20]4[CH2:19][CH2:18][NH:17][CH2:22][CH2:21]4)=[O:25])[CH:28]=3)[N:38]=2)[CH:44]=[CH:43][CH:42]=1, predict the reactants needed to synthesize it. The reactants are: C(N(C(C)C)CC)(C)C.C(OC([N:17]1[CH2:22][CH2:21][CH:20]([C:23]([OH:25])=O)[CH2:19][CH2:18]1)=O)(C)(C)C.[NH2:26][C:27]1[CH:28]=[C:29]([C:33]2[N:38]=[C:37]([C:39]3[CH:44]=[CH:43][CH:42]=[C:41]([CH2:45][OH:46])[CH:40]=3)[C:36]([CH3:47])=[C:35]([N:48]3[CH2:53][CH2:52][O:51][CH2:50][CH2:49]3)[N:34]=2)[CH:30]=[CH:31][CH:32]=1. (4) Given the product [CH3:8][C:5]1[N:4]=[C:3]([C:9]([O:11][CH3:12])=[O:10])[C:2]([N:13]2[CH:17]=[N:16][CH:15]=[N:14]2)=[CH:7][CH:6]=1, predict the reactants needed to synthesize it. The reactants are: I[C:2]1[C:3]([C:9]([O:11][CH3:12])=[O:10])=[N:4][C:5]([CH3:8])=[CH:6][CH:7]=1.[NH:13]1[CH:17]=[N:16][CH:15]=[N:14]1.CN[C@@H]1CCCC[C@H]1NC.C(=O)([O-])[O-].[Cs+].[Cs+].Cl.C[Si](C=[N+]=[N-])(C)C. (5) Given the product [F:1][C:2]1[CH:3]=[C:4]([OH:9])[CH:5]=[C:6]([F:8])[C:7]=1[N+:10]([O-:12])=[O:11], predict the reactants needed to synthesize it. The reactants are: [F:1][C:2]1[CH:3]=[C:4]([OH:9])[CH:5]=[C:6]([F:8])[CH:7]=1.[N+:10]([O-])([OH:12])=[O:11]. (6) The reactants are: [CH3:1][C:2]1[S:6][C:5]2[NH:7][C:8]3[CH:9]=[CH:10][CH:11]=[CH:12][C:13]=3[N:14]=[C:15]([N:16]3[CH2:21][CH2:20][N:19]([CH3:22])[CH2:18][CH2:17]3)[C:4]=2[CH:3]=1.C(N(CC)CC)C.Cl[C:31]([O:33][CH2:34][Cl:35])=[O:32]. Given the product [CH3:1][C:2]1[S:6][C:5]2=[N:7][C:8]3[CH:9]=[CH:10][CH:11]=[CH:12][C:13]=3[N:14]([C:31]([O:33][CH2:34][Cl:35])=[O:32])[C:15]([N:16]3[CH2:17][CH2:18][N:19]([CH3:22])[CH2:20][CH2:21]3)=[C:4]2[CH:3]=1, predict the reactants needed to synthesize it.